From a dataset of Merck oncology drug combination screen with 23,052 pairs across 39 cell lines. Regression. Given two drug SMILES strings and cell line genomic features, predict the synergy score measuring deviation from expected non-interaction effect. Drug 1: Cc1nc(Nc2ncc(C(=O)Nc3c(C)cccc3Cl)s2)cc(N2CCN(CCO)CC2)n1. Drug 2: CCc1cnn2c(NCc3ccc[n+]([O-])c3)cc(N3CCCCC3CCO)nc12. Cell line: A427. Synergy scores: synergy=17.0.